Dataset: Full USPTO retrosynthesis dataset with 1.9M reactions from patents (1976-2016). Task: Predict the reactants needed to synthesize the given product. (1) Given the product [F:1][C:2]1[CH:24]=[CH:23][CH:22]=[CH:21][C:3]=1[CH2:4][C:5]1[N:9]([CH2:10][C:11]2[CH:16]=[CH:15][C:14]([O:17][CH3:18])=[CH:13][CH:12]=2)[N:8]=[CH:7][C:6]=1[CH:19]=[N:26][OH:27], predict the reactants needed to synthesize it. The reactants are: [F:1][C:2]1[CH:24]=[CH:23][CH:22]=[CH:21][C:3]=1[CH2:4][C:5]1[N:9]([CH2:10][C:11]2[CH:16]=[CH:15][C:14]([O:17][CH3:18])=[CH:13][CH:12]=2)[N:8]=[CH:7][C:6]=1[CH:19]=O.Cl.[NH2:26][OH:27].C([O-])(=O)C.[Na+].CO. (2) Given the product [CH:10]([C:2]1[CH:3]=[CH:4][C:5]([C:8]#[N:9])=[N:6][CH:7]=1)=[CH2:11], predict the reactants needed to synthesize it. The reactants are: Br[C:2]1[CH:3]=[CH:4][C:5]([C:8]#[N:9])=[N:6][CH:7]=1.[C:10](C1C=C(C)C=C(C(C)(C)C)C=1O)(C)(C)[CH3:11].C([Sn](CCCC)(CCCC)C=C)CCC.[Na].C(NN)=O. (3) Given the product [C:1]([O:5][C:6]([N:8]1[C:17]2[C:12](=[CH:13][CH:14]=[CH:15][CH:16]=2)[C:11](=[O:24])[CH2:10][C:9]1([CH3:19])[CH3:18])=[O:7])([CH3:4])([CH3:2])[CH3:3], predict the reactants needed to synthesize it. The reactants are: [C:1]([O:5][C:6]([N:8]1[C:17]2[C:12](=[CH:13][CH:14]=[CH:15][CH:16]=2)[CH:11]=[CH:10][C:9]1([CH3:19])[CH3:18])=[O:7])([CH3:4])([CH3:3])[CH3:2].B.C1C[O:24]CC1.C1C=C[NH+]=CC=1.[O-][Cr](Cl)(=O)=O. (4) Given the product [Cl:1][C:2]1[CH:7]=[C:6]([Cl:8])[CH:5]=[CH:4][C:3]=1[CH:9]([N:11]1[C:15]([CH2:16][OH:17])=[CH:14][C:13]([O:20][CH:21]([CH3:23])[CH3:22])=[N:12]1)[CH3:10], predict the reactants needed to synthesize it. The reactants are: [Cl:1][C:2]1[CH:7]=[C:6]([Cl:8])[CH:5]=[CH:4][C:3]=1[CH:9]([N:11]1[C:15]([C:16](OC)=[O:17])=[CH:14][C:13]([O:20][CH:21]([CH3:23])[CH3:22])=[N:12]1)[CH3:10].[H-].C([Al+]CC(C)C)C(C)C.C(O)C.[Cl-].[NH4+]. (5) Given the product [NH2:21][C:18]1[CH:19]=[CH:20][C:15]([NH:14][C:12]2[S:13][C:9]([S:8][C:7]3[CH:6]=[CH:5][N:4]=[C:3]([C:24]([O:26][CH3:27])=[O:25])[C:2]=3[F:1])=[CH:10][N:11]=2)=[N:16][CH:17]=1, predict the reactants needed to synthesize it. The reactants are: [F:1][C:2]1[C:3]([C:24]([O:26][CH3:27])=[O:25])=[N:4][CH:5]=[CH:6][C:7]=1[S:8][C:9]1[S:13][C:12]([NH:14][C:15]2[CH:20]=[CH:19][C:18]([N+:21]([O-])=O)=[CH:17][N:16]=2)=[N:11][CH:10]=1. (6) Given the product [Cl:37][C:34]1[CH:35]=[CH:36][C:31]([S:28]([C:17]2([C:20]3[CH:25]=[C:24]([F:26])[CH:23]=[CH:22][C:21]=3[F:27])[CH2:18][CH2:19][CH:14]([CH2:13][C:12]([C:8]3[O:9][CH:10]=[CH:11][C:7]=3[CH2:6][CH2:5][C:4]([OH:39])=[O:3])=[O:38])[CH2:15][CH2:16]2)(=[O:29])=[O:30])=[CH:32][CH:33]=1, predict the reactants needed to synthesize it. The reactants are: C([O:3][C:4](=[O:39])[CH2:5][CH2:6][C:7]1[CH:11]=[CH:10][O:9][C:8]=1[C:12](=[O:38])[CH2:13][CH:14]1[CH2:19][CH2:18][C:17]([S:28]([C:31]2[CH:36]=[CH:35][C:34]([Cl:37])=[CH:33][CH:32]=2)(=[O:30])=[O:29])([C:20]2[CH:25]=[C:24]([F:26])[CH:23]=[CH:22][C:21]=2[F:27])[CH2:16][CH2:15]1)C.[OH-].[Li+]. (7) Given the product [C:4]([O:101][C:100]([N:99]1[CH2:102][CH2:61][CH:60]([NH:63][C:64](=[O:84])[CH2:65][CH2:66][CH2:67][N:68]2[CH2:73][CH2:72][N:71]([C:74]3[CH:79]=[CH:78][C:77]([C:80]([F:83])([F:81])[F:82])=[CH:76][CH:75]=3)[CH2:70][CH2:69]2)[CH2:59][CH2:98]1)=[O:37])([CH3:9])([CH3:5])[CH3:3], predict the reactants needed to synthesize it. The reactants are: [Li+].F[C:3](F)(F)[C:4]1[CH:9]=CC(N2CCN(CCCC([O-])=O)CC2)=C[CH:5]=1.F[P-](F)(F)(F)(F)F.CN(C)C([O:37]N1C2C=CC=CC=2N=N1)=[N+](C)C.[N+](C1C=CC(N2C[CH2:61][CH:60]([NH:63][C:64](=[O:84])[CH2:65][CH2:66][CH2:67][N:68]3[CH2:73][CH2:72][N:71]([C:74]4[CH:79]=[CH:78][C:77]([C:80]([F:83])([F:82])[F:81])=[CH:76][CH:75]=4)[CH2:70][CH2:69]3)[CH2:59]C2)=CC=1C(F)(F)F)([O-])=O.C(N(C(C)C)CC)(C)C.[CH3:98][N:99]([CH3:102])[CH:100]=[O:101].